This data is from KCNQ2 potassium channel screen with 302,405 compounds. The task is: Binary Classification. Given a drug SMILES string, predict its activity (active/inactive) in a high-throughput screening assay against a specified biological target. (1) The drug is O(C1=C/C(C=CC1=O)=C\NNC(=O)c1cc([N+]([O-])=O)ccc1)C. The result is 0 (inactive). (2) The drug is S(=O)(=O)(N(CC(=O)N1CCN(CC1)c1c(OC)cccc1)c1cc2OCCOc2cc1)C. The result is 0 (inactive). (3) The compound is Brc1ccc(CON\C(=N\C(=O)C)c2nonc2NC(=O)C)cc1. The result is 0 (inactive). (4) The drug is OC(=O)C1CCC(CC1)CNC(=O)COc1c(c2oc(=O)cc(CCCC)c2cc1)C. The result is 0 (inactive). (5) The molecule is S(=O)(=O)(N1CCOCC1)c1cc(ccc1)C(=O)N\N=C\c1cc(OCC)c(OCC(=O)N(C)C)cc1. The result is 0 (inactive). (6) The molecule is Fc1cc(NC(=O)Nc2cc3CCCc3cc2)ccc1. The result is 0 (inactive). (7) The result is 0 (inactive). The drug is S=C(NC1CCN(CC1)C(OCC)=O)Nc1cc2c(cc(N3CCN(CC3)C)nc2cc1)C. (8) The drug is S(=O)(=O)(Nc1c(c([N+]([O-])=O)ccc1)C)c1cc2NC(=O)CC(=O)Nc2cc1. The result is 0 (inactive). (9) The drug is N1(CCN(CC1)c1ncccn1)Cc1n(nnn1)Cc1ccccc1. The result is 0 (inactive). (10) The compound is s1c(NC(=O)C(C)C)c(c(CC(C)C)c1)C(O)=O. The result is 0 (inactive).